From a dataset of Full USPTO retrosynthesis dataset with 1.9M reactions from patents (1976-2016). Predict the reactants needed to synthesize the given product. (1) The reactants are: [Cl:1][C:2]1[C:3]2[NH:10][CH:9]=[CH:8][C:4]=2[N:5]=[CH:6][N:7]=1.[H-].[Na+].[CH2:24](C(OC(Cl)[CH2:24][C:25]1[CH:30]=[CH:29][CH:28]=[CH:27][CH:26]=1)Cl)[C:25]1[CH:30]=[CH:29][CH:28]=[CH:27][CH:26]=1.C1C(=O)N(Br)[C:34](=[O:35])C1.C1C[O:43][CH2:42]C1. Given the product [CH2:24]([O:43][CH2:42][N:10]1[C:3]2[C:2]([Cl:1])=[N:7][CH:6]=[N:5][C:4]=2[C:8]([CH:34]=[O:35])=[CH:9]1)[C:25]1[CH:26]=[CH:27][CH:28]=[CH:29][CH:30]=1, predict the reactants needed to synthesize it. (2) Given the product [Cl:1][C:2]1[CH:3]=[CH:4][C:5]([C:8]2[CH:9]=[C:10]([C:19]([NH:22][N:23]3[CH2:28][CH2:27][CH:26]([OH:29])[CH2:25][CH2:24]3)=[O:21])[CH:11]=[N:12][C:13]=2[O:14][CH2:15][CH:16]2[CH2:17][CH2:18]2)=[CH:6][CH:7]=1, predict the reactants needed to synthesize it. The reactants are: [Cl:1][C:2]1[CH:7]=[CH:6][C:5]([C:8]2[CH:9]=[C:10]([C:19]([OH:21])=O)[CH:11]=[N:12][C:13]=2[O:14][CH2:15][CH:16]2[CH2:18][CH2:17]2)=[CH:4][CH:3]=1.[NH2:22][N:23]1[CH2:28][CH2:27][CH:26]([OH:29])[CH2:25][CH2:24]1. (3) Given the product [Cl:26][C:4]1[C:5]([C:14]#[N:16])=[N:6][C:7]([C:8]2[CH:13]=[CH:12][CH:11]=[CH:10][CH:9]=2)=[C:2]([CH3:1])[N:3]=1, predict the reactants needed to synthesize it. The reactants are: [CH3:1][C:2]1[NH:3][C:4](=O)[C:5]([C:14]([NH2:16])=O)=[N:6][C:7]=1[C:8]1[CH:13]=[CH:12][CH:11]=[CH:10][CH:9]=1.C(N(CC)CC)C.P(Cl)(Cl)(Cl)(Cl)[Cl:26]. (4) Given the product [CH3:35][N+:5]([CH3:4])([CH3:34])[CH2:6][C@H:7]([NH:16][C:17]([NH:19][CH2:20][CH2:21][CH2:22][CH2:23][CH2:24][CH2:25][CH2:26][CH2:27][CH2:28][CH2:29][CH2:30][CH2:31][O:32][CH3:33])=[O:18])[CH2:8][C:9]([O-:11])=[O:10], predict the reactants needed to synthesize it. The reactants are: C([O-])=O.[CH3:4][N+:5]([CH3:35])([CH3:34])[CH2:6][C@H:7]([NH:16][C:17]([NH:19][CH2:20][CH2:21][CH2:22][CH2:23][CH2:24][CH2:25][CH2:26][CH2:27][CH2:28][CH2:29][CH2:30][CH2:31][O:32][CH3:33])=[O:18])[CH2:8][C:9]([O:11]CC(C)C)=[O:10].